Dataset: Full USPTO retrosynthesis dataset with 1.9M reactions from patents (1976-2016). Task: Predict the reactants needed to synthesize the given product. (1) Given the product [NH2:8][C:6]1[N:7]=[C:2]([C:11]2[CH:12]=[CH:13][C:14]([N:17]3[CH2:22][CH2:21][N:20]([C:23]([O:25][C:26]([CH3:29])([CH3:28])[CH3:27])=[O:24])[CH2:19][CH2:18]3)=[N:15][CH:16]=2)[CH:3]=[N:4][C:5]=1[Cl:9], predict the reactants needed to synthesize it. The reactants are: Br[C:2]1[N:7]=[C:6]([NH2:8])[C:5]([Cl:9])=[N:4][CH:3]=1.Br[C:11]1[CH:12]=[CH:13][C:14]([N:17]2[CH2:22][CH2:21][N:20]([C:23]([O:25][C:26]([CH3:29])([CH3:28])[CH3:27])=[O:24])[CH2:19][CH2:18]2)=[N:15][CH:16]=1.C([O-])([O-])=O.[Cs+].[Cs+]. (2) Given the product [Cl:1][C:2]1[CH:9]=[C:8]([N:10]([CH2:25][CH3:26])[CH:11]2[CH2:16][CH2:15][CH2:14][CH:13]([C:17]3[CH:18]=[N:19][CH:20]=[C:21]([O:23][CH3:24])[CH:22]=3)[CH2:12]2)[CH:7]=[CH:6][C:3]=1[C:4]#[N:5], predict the reactants needed to synthesize it. The reactants are: [Cl:1][C:2]1[CH:9]=[C:8]([N:10]([CH2:25][CH3:26])[CH:11]2[CH2:16][CH2:15][CH:14]=[C:13]([C:17]3[CH:18]=[N:19][CH:20]=[C:21]([O:23][CH3:24])[CH:22]=3)[CH2:12]2)[CH:7]=[CH:6][C:3]=1[C:4]#[N:5].